This data is from Forward reaction prediction with 1.9M reactions from USPTO patents (1976-2016). The task is: Predict the product of the given reaction. (1) Given the reactants [CH3:1][O:2][C:3]([C:5]1[C:13]2[C:8](=[CH:9][CH:10]=[C:11]([NH2:14])[CH:12]=2)[NH:7][N:6]=1)=[O:4].COC(C1C2C(=C(N)C=CC=2)NN=1)=O.C(N(CC)C(C)C)(C)C.Cl[CH2:39][CH2:40][O:41][CH2:42][CH2:43]Cl, predict the reaction product. The product is: [CH3:1][O:2][C:3]([C:5]1[C:13]2[C:8](=[CH:9][CH:10]=[C:11]([N:14]3[CH2:43][CH2:42][O:41][CH2:40][CH2:39]3)[CH:12]=2)[NH:7][N:6]=1)=[O:4]. (2) Given the reactants [Cl:1][C:2]1[N:7]=[N:6][C:5]([C:8](OCC)=[O:9])=[C:4]([NH:13][C:14]2[CH:19]=[CH:18][C:17]([CH:20]([CH3:22])[CH3:21])=[C:16]([O:23][CH3:24])[N:15]=2)[CH:3]=1.[NH3:25].CO, predict the reaction product. The product is: [Cl:1][C:2]1[N:7]=[N:6][C:5]([C:8]([NH2:25])=[O:9])=[C:4]([NH:13][C:14]2[CH:19]=[CH:18][C:17]([CH:20]([CH3:22])[CH3:21])=[C:16]([O:23][CH3:24])[N:15]=2)[CH:3]=1.